From a dataset of NCI-60 drug combinations with 297,098 pairs across 59 cell lines. Regression. Given two drug SMILES strings and cell line genomic features, predict the synergy score measuring deviation from expected non-interaction effect. (1) Drug 1: C1=C(C(=O)NC(=O)N1)N(CCCl)CCCl. Drug 2: CC12CCC3C(C1CCC2OP(=O)(O)O)CCC4=C3C=CC(=C4)OC(=O)N(CCCl)CCCl.[Na+]. Cell line: HCT116. Synergy scores: CSS=6.62, Synergy_ZIP=-5.59, Synergy_Bliss=-9.14, Synergy_Loewe=-24.1, Synergy_HSA=-7.69. (2) Drug 1: C1=CC(=CC=C1C#N)C(C2=CC=C(C=C2)C#N)N3C=NC=N3. Drug 2: CC1=CC=C(C=C1)C2=CC(=NN2C3=CC=C(C=C3)S(=O)(=O)N)C(F)(F)F. Cell line: HL-60(TB). Synergy scores: CSS=4.89, Synergy_ZIP=10.4, Synergy_Bliss=8.29, Synergy_Loewe=-36.7, Synergy_HSA=-3.27. (3) Drug 1: CC1C(C(CC(O1)OC2CC(OC(C2O)C)OC3=CC4=CC5=C(C(=O)C(C(C5)C(C(=O)C(C(C)O)O)OC)OC6CC(C(C(O6)C)O)OC7CC(C(C(O7)C)O)OC8CC(C(C(O8)C)O)(C)O)C(=C4C(=C3C)O)O)O)O. Drug 2: CC(C)CN1C=NC2=C1C3=CC=CC=C3N=C2N. Cell line: K-562. Synergy scores: CSS=66.7, Synergy_ZIP=-0.577, Synergy_Bliss=-1.29, Synergy_Loewe=-2.18, Synergy_HSA=-1.93. (4) Drug 1: C#CCC(CC1=CN=C2C(=N1)C(=NC(=N2)N)N)C3=CC=C(C=C3)C(=O)NC(CCC(=O)O)C(=O)O. Drug 2: C1CN(P(=O)(OC1)NCCCl)CCCl. Cell line: ACHN. Synergy scores: CSS=-5.59, Synergy_ZIP=2.02, Synergy_Bliss=1.25, Synergy_Loewe=-3.00, Synergy_HSA=-3.88.